From a dataset of Forward reaction prediction with 1.9M reactions from USPTO patents (1976-2016). Predict the product of the given reaction. (1) Given the reactants C([O:8][C:9]1[CH:14]=[CH:13][C:12]([C@H:15]2[N:18]([C:19]3[CH:24]=[CH:23][C:22]([F:25])=[CH:21][CH:20]=3)[C:17](=[O:26])[C@@H:16]2[CH2:27][CH2:28][C@@H:29]([C:31]2[CH:36]=[CH:35][C:34]([F:37])=[CH:33][CH:32]=2)[OH:30])=[CH:11][CH:10]=1)C1C=CC=CC=1, predict the reaction product. The product is: [F:25][C:22]1[CH:21]=[CH:20][C:19]([N:18]2[C@H:15]([C:12]3[CH:11]=[CH:10][C:9]([OH:8])=[CH:14][CH:13]=3)[C@@H:16]([CH2:27][CH2:28][C@@H:29]([C:31]3[CH:32]=[CH:33][C:34]([F:37])=[CH:35][CH:36]=3)[OH:30])[C:17]2=[O:26])=[CH:24][CH:23]=1. (2) Given the reactants [N:1]([CH2:4][CH2:5][CH2:6][OH:7])=[N+:2]=[N-:3].[H-].[Na+].[Na+].[I-].Cl[CH2:13][C:14]([O-:16])=[O:15].[Na+], predict the reaction product. The product is: [N:1]([CH2:4][CH2:5][CH2:6][O:7][CH2:13][C:14]([OH:16])=[O:15])=[N+:2]=[N-:3]. (3) Given the reactants [NH2:1][C:2]1[C:3]([NH:28][C:29]2[CH:34]=[CH:33][C:32]([O:35][CH2:36][CH3:37])=[CH:31][CH:30]=2)=[N:4][C:5]([NH:8][C:9]2[CH:10]=[N:11][N:12]([CH:14]3[CH2:19][CH2:18][CH:17]([NH:20][C:21](=[O:27])[O:22][C:23]([CH3:26])([CH3:25])[CH3:24])[CH2:16][CH2:15]3)[CH:13]=2)=[N:6][CH:7]=1.[CH:38](OCC)(OCC)OCC, predict the reaction product. The product is: [CH2:36]([O:35][C:32]1[CH:33]=[CH:34][C:29]([N:28]2[CH:38]=[N:1][C:2]3[C:3]2=[N:4][C:5]([NH:8][C:9]2[CH:10]=[N:11][N:12]([CH:14]4[CH2:19][CH2:18][CH:17]([NH:20][C:21](=[O:27])[O:22][C:23]([CH3:26])([CH3:25])[CH3:24])[CH2:16][CH2:15]4)[CH:13]=2)=[N:6][CH:7]=3)=[CH:30][CH:31]=1)[CH3:37]. (4) The product is: [NH2:21][N+:3]1[CH:4]=[C:5]([CH3:8])[N:6]=[CH:7][C:2]=1[CH3:1].[CH3:16][C:11]1[CH:12]=[C:13]([CH3:15])[CH:14]=[C:9]([CH3:22])[C:10]=1[S:17]([O-:20])(=[O:19])=[O:18]. Given the reactants [CH3:1][C:2]1[CH:7]=[N:6][C:5]([CH3:8])=[CH:4][N:3]=1.[C:9]1([CH3:22])[CH:14]=[C:13]([CH3:15])[CH:12]=[C:11]([CH3:16])[C:10]=1[S:17]([O:20][NH2:21])(=[O:19])=[O:18].C(OCC)C, predict the reaction product.